Predict the product of the given reaction. From a dataset of Forward reaction prediction with 1.9M reactions from USPTO patents (1976-2016). (1) Given the reactants [Cl:1][C:2]1[CH:7]=[CH:6][C:5]([S:8][C:9]2[C:10]([C:20]3[CH:25]=[CH:24][C:23]([C:26]#[N:27])=[CH:22][CH:21]=3)=[N:11][N:12]([C:14]3[CH:15]=[N:16][CH:17]=[CH:18][CH:19]=3)[CH:13]=2)=[CH:4][CH:3]=1.NO.C([O-])([O-])=[O:31].[K+].[K+], predict the reaction product. The product is: [Cl:1][C:2]1[CH:3]=[CH:4][C:5]([S:8][C:9]2[C:10]([C:20]3[CH:25]=[CH:24][C:23]([C:26]([NH2:27])=[O:31])=[CH:22][CH:21]=3)=[N:11][N:12]([C:14]3[CH:15]=[N:16][CH:17]=[CH:18][CH:19]=3)[CH:13]=2)=[CH:6][CH:7]=1. (2) Given the reactants [Cl:1][C:2]1[CH:7]=[CH:6][C:5]([S:8]([NH:11][C@H:12]([C:15]2[CH:20]=[CH:19][CH:18]=[CH:17][CH:16]=2)[CH2:13][CH3:14])(=[O:10])=[O:9])=[CH:4][CH:3]=1.Br[CH2:22][C:23]1[CH:30]=[CH:29][C:26]([C:27]#[N:28])=[CH:25][N:24]=1.C([O-])([O-])=O.[K+].[K+], predict the reaction product. The product is: [Cl:1][C:2]1[CH:7]=[CH:6][C:5]([S:8]([N:11]([CH2:22][C:23]2[CH:30]=[CH:29][C:26]([C:27]#[N:28])=[CH:25][N:24]=2)[C@H:12]([C:15]2[CH:16]=[CH:17][CH:18]=[CH:19][CH:20]=2)[CH2:13][CH3:14])(=[O:10])=[O:9])=[CH:4][CH:3]=1. (3) The product is: [S:23]1[CH2:26][S:24][C:22]1=[C:8]([C:9]1[CH:10]=[CH:11][CH:12]=[CH:13][CH:14]=1)[C:7]([C:1]1[CH:6]=[CH:5][CH:4]=[CH:3][CH:2]=1)=[O:15]. Given the reactants [C:1]1([C:7](=[O:15])[CH2:8][C:9]2[CH:14]=[CH:13][CH:12]=[CH:11][CH:10]=2)[CH:6]=[CH:5][CH:4]=[CH:3][CH:2]=1.CC([O-])(C)C.[K+].[C:22](=[S:24])=[S:23].Br[CH2:26]Br, predict the reaction product. (4) Given the reactants [C:1]1([S:7]([N:10]2[C:14]3=[N:15][CH:16]=[C:17]([O:19][CH3:20])[CH:18]=[C:13]3[CH:12]=[C:11]2[CH:21]([C:23]2[CH:28]=[CH:27][C:26]([S:29][CH3:30])=[C:25]([C:31]([F:34])([F:33])[F:32])[CH:24]=2)[OH:22])(=[O:9])=[O:8])[CH:6]=[CH:5][CH:4]=[CH:3][CH:2]=1.CC(OI1(OC(C)=O)(OC(C)=O)OC(=O)C2C=CC=CC1=2)=O, predict the reaction product. The product is: [C:1]1([S:7]([N:10]2[C:14]3=[N:15][CH:16]=[C:17]([O:19][CH3:20])[CH:18]=[C:13]3[CH:12]=[C:11]2[C:21]([C:23]2[CH:28]=[CH:27][C:26]([S:29][CH3:30])=[C:25]([C:31]([F:32])([F:33])[F:34])[CH:24]=2)=[O:22])(=[O:9])=[O:8])[CH:6]=[CH:5][CH:4]=[CH:3][CH:2]=1. (5) Given the reactants O[C@@H]1CCN(C(C2C=CC(OC(F)(F)F)=CC=2)=O)[C@H]1C(N[O:23][CH2:24][C:25]1[CH:30]=[CH:29][CH:28]=[CH:27][CH:26]=1)=O.NCCNCC(NC([C:44]1[CH:49]=[CH:48][C:47]([C:50]2C=CC(CC)=C[CH:51]=2)=[CH:46][CH:45]=1)=O)C(=O)NO.C1C[O:61]CC1, predict the reaction product. The product is: [C:47]1([C:50]#[C:51][C:28]2[CH:27]=[CH:26][C:25]([C:24]([OH:23])=[O:61])=[CH:30][CH:29]=2)[CH:48]=[CH:49][CH:44]=[CH:45][CH:46]=1. (6) Given the reactants [Cl:1][C:2]1[C:3]([C:8]([OH:10])=O)=[N:4][N:5]([CH3:7])[CH:6]=1.C([N:13]1[CH:17]=[CH:16][N:15]=[CH:14]1)([N:13]1[CH:17]=[CH:16][N:15]=[CH:14]1)=O, predict the reaction product. The product is: [Cl:1][C:2]1[C:3]([C:8]([N:13]2[CH:17]=[CH:16][N:15]=[CH:14]2)=[O:10])=[N:4][N:5]([CH3:7])[CH:6]=1. (7) Given the reactants Cl.[NH2:2][CH2:3][CH2:4][O:5][C:6]1[CH:7]=[C:8]([C:12]2[CH:13]=[C:14]3[C:19](=[CH:20][CH:21]=2)[N:18]([CH3:22])[C:17](=[O:23])[CH2:16][CH2:15]3)[CH:9]=[N:10][CH:11]=1.[C:24](O)(=[O:27])[CH2:25][CH3:26], predict the reaction product. The product is: [CH3:22][N:18]1[C:19]2[C:14](=[CH:13][C:12]([C:8]3[CH:7]=[C:6]([O:5][CH2:4][CH2:3][NH:2][C:24](=[O:27])[CH2:25][CH3:26])[CH:11]=[N:10][CH:9]=3)=[CH:21][CH:20]=2)[CH2:15][CH2:16][C:17]1=[O:23]. (8) The product is: [F:1][C:2]1[CH:8]=[C:7]([F:9])[CH:6]=[CH:5][C:3]=1[NH:4][C:16](=[O:25])[CH:17]=[CH:18][C:19]1[CH:24]=[CH:23][CH:22]=[CH:21][CH:20]=1. Given the reactants [F:1][C:2]1[CH:8]=[C:7]([F:9])[CH:6]=[CH:5][C:3]=1[NH2:4].N1C=CC=CC=1.[C:16](Cl)(=[O:25])[CH:17]=[CH:18][C:19]1[CH:24]=[CH:23][CH:22]=[CH:21][CH:20]=1, predict the reaction product. (9) Given the reactants C([Si](CC)(CC)[O:4][C:5]([CH:7]=[C:8]([CH3:10])[CH3:9])=[CH2:6])C.[N+:15]([C:18]1[CH:25]=[N:24][CH:23]=[CH:22][C:19]=1[CH:20]=[O:21])([O-:17])=[O:16].CC(C)(C)/C(/O)=C/C(C(C(C(F)(F)F)(F)F)(F)F)=O.CC(C)(C)/C(/O)=C/C(C(C(C(F)(F)F)(F)F)(F)F)=O.CC(C)(C)/C(/O)=C/C(C(C(C(F)(F)F)(F)F)(F)F)=O.[Eu], predict the reaction product. The product is: [OH:21][CH:20]([C:19]1[CH:22]=[CH:23][N:24]=[CH:25][C:18]=1[N+:15]([O-:17])=[O:16])[CH2:4][C:5](=[O:6])[CH:7]=[C:8]([CH3:9])[CH3:10].